From a dataset of Forward reaction prediction with 1.9M reactions from USPTO patents (1976-2016). Predict the product of the given reaction. (1) Given the reactants [S:1]1[C:5]2[CH:6]=[CH:7][C:8]([C:10]3[CH2:14][CH2:13][C@:12]([C:18]4[CH:23]=[CH:22][CH:21]=[C:20]([F:24])[C:19]=4[CH3:25])([C:15](O)=[O:16])[CH:11]=3)=[CH:9][C:4]=2[N:3]=[CH:2]1.CN(C(F)=[N+](C)C)C.F[P-](F)(F)(F)(F)F.CCN(CC)CC.O1CCCCC1[O:54][NH2:55].Cl, predict the reaction product. The product is: [S:1]1[C:5]2[CH:6]=[CH:7][C:8]([C:10]3[CH2:14][CH2:13][C@:12]([C:18]4[CH:23]=[CH:22][CH:21]=[C:20]([F:24])[C:19]=4[CH3:25])([C:15]([NH:55][OH:54])=[O:16])[CH:11]=3)=[CH:9][C:4]=2[N:3]=[CH:2]1. (2) Given the reactants [CH:1]([C:4]1[CH:5]=[C:6]([NH:10][C:11]([C:13]2[CH:14]=[C:15]([N:19]3[CH2:28][C:27]4[CH:26]=[N:25][CH:24]=[C:23]([C:29](O)=[O:30])[C:22]=4[CH2:21][CH2:20]3)[CH:16]=[CH:17][CH:18]=2)=[O:12])[CH:7]=[CH:8][CH:9]=1)([CH3:3])[CH3:2].C(N(CC)CC)C.CCCP(=O)=O.[NH2:45][CH2:46][CH2:47][CH2:48][OH:49], predict the reaction product. The product is: [OH:49][CH2:48][CH2:47][CH2:46][NH:45][C:29]([C:23]1[C:22]2[CH2:21][CH2:20][N:19]([C:15]3[CH:16]=[CH:17][CH:18]=[C:13]([C:11]([NH:10][C:6]4[CH:7]=[CH:8][CH:9]=[C:4]([CH:1]([CH3:3])[CH3:2])[CH:5]=4)=[O:12])[CH:14]=3)[CH2:28][C:27]=2[CH:26]=[N:25][CH:24]=1)=[O:30]. (3) Given the reactants [N+]([C:4]1[CH:11]=[CH:10][CH:9]=[CH:8][C:5]=1[CH:6]=[O:7])([O-])=O.C([O-])([O-])=O.[K+].[K+].[Cl:18][C:19]1[CH:24]=[C:23]([Cl:25])[CH:22]=[CH:21][C:20]=1[SH:26].O, predict the reaction product. The product is: [Cl:18][C:19]1[CH:24]=[C:23]([Cl:25])[CH:22]=[CH:21][C:20]=1[S:26][C:4]1[CH:11]=[CH:10][CH:9]=[CH:8][C:5]=1[CH:6]=[O:7]. (4) Given the reactants [O:1]=[C:2]1[CH2:10][C:9]2[C:4](=[CH:5][CH:6]=[C:7]([C:11]([OH:13])=O)[CH:8]=2)[NH:3]1.CN.Cl.[CH2:17]([N:19]=C=NCCCN(C)C)C, predict the reaction product. The product is: [CH3:17][NH:19][C:11]([C:7]1[CH:8]=[C:9]2[C:4](=[CH:5][CH:6]=1)[NH:3][C:2](=[O:1])[CH2:10]2)=[O:13]. (5) Given the reactants [P:1]([O:13][CH2:14][C@@H:15]1[CH2:19][CH2:18][CH2:17][N:16]1[CH2:20][CH2:21][CH2:22][O:23][C:24]1[CH:33]=[C:32]2[C:27]([C:28]([NH:34][C:35]3[CH:36]=[N:37][C:38]([NH:41][C:42](=[O:50])[C:43]4[CH:48]=[CH:47][CH:46]=[C:45]([Cl:49])[CH:44]=4)=[CH:39][CH:40]=3)=[N:29][CH:30]=[N:31]2)=[CH:26][C:25]=1[O:51][CH3:52])([O:8]C(C)(C)C)([O:3][C:4](C)(C)C)=[O:2].Cl, predict the reaction product. The product is: [P:1]([OH:8])([OH:3])([O:13][CH2:14][C@@H:15]1[CH2:19][CH2:18][CH2:17][N:16]1[CH2:20][CH2:21][CH2:22][O:23][C:24]1[CH:33]=[C:32]2[C:27]([C:28]([NH:34][C:35]3[CH:36]=[N:37][C:38]([NH:41][C:42](=[O:50])[C:43]4[CH:48]=[CH:47][CH:46]=[C:45]([Cl:49])[CH:44]=4)=[CH:39][CH:40]=3)=[N:29][CH:30]=[N:31]2)=[CH:26][C:25]=1[O:51][CH3:52])=[O:2].[P:1]([OH:13])([OH:8])([O:3][CH3:4])=[O:2].